This data is from NCI-60 drug combinations with 297,098 pairs across 59 cell lines. The task is: Regression. Given two drug SMILES strings and cell line genomic features, predict the synergy score measuring deviation from expected non-interaction effect. Drug 1: CC(CN1CC(=O)NC(=O)C1)N2CC(=O)NC(=O)C2. Drug 2: CC(C)(C#N)C1=CC(=CC(=C1)CN2C=NC=N2)C(C)(C)C#N. Cell line: SR. Synergy scores: CSS=54.1, Synergy_ZIP=-0.137, Synergy_Bliss=0.821, Synergy_Loewe=1.61, Synergy_HSA=2.05.